This data is from Forward reaction prediction with 1.9M reactions from USPTO patents (1976-2016). The task is: Predict the product of the given reaction. Given the reactants [OH:1][C:2]1[CH:3]=[C:4]([CH:8]=[CH:9][CH:10]=1)[C:5]([OH:7])=[O:6].[I-:11].[Na+].Cl[O-].[Na+], predict the reaction product. The product is: [I:11][C:10]1[CH:9]=[CH:8][C:4]([C:5]([OH:7])=[O:6])=[CH:3][C:2]=1[OH:1].